This data is from Reaction yield outcomes from USPTO patents with 853,638 reactions. The task is: Predict the reaction yield, written as a fraction of the theoretical maximum amount of product (1.0 means a 100% yield; for example, 0.34 means a 34% yield). (1) The reactants are [Cl:1][C:2]1[CH:3]=[C:4]([C:8]2[CH:9]=[C:10]3[C:14](=[CH:15][CH:16]=2)[N:13]=[CH:12][C:11]23[CH2:21][CH2:20][CH2:19][CH2:18][CH:17]2N[OH:23])[CH:5]=[CH:6][CH:7]=1.O.[NH2:25]N. The catalyst is C(O)C.[Ni]. The product is [OH-:23].[NH4+:13].[Cl:1][C:2]1[CH:3]=[C:4]([C:8]2[CH:9]=[C:10]3[C:14](=[CH:15][CH:16]=2)[N:13]=[C:12]([NH2:25])[C:11]23[CH2:21][CH2:20][CH2:19][CH2:18][CH2:17]2)[CH:5]=[CH:6][CH:7]=1. The yield is 0.00100. (2) The reactants are [N+:1]([C:4]1[CH:9]=[CH:8][C:7]([C:10]2[CH:15]=[CH:14][C:13]([S:16]([N:19]3[CH2:27][CH2:26][CH2:25][C@H:20]3[C:21]([O:23][CH3:24])=[O:22])(=[O:18])=[O:17])=[CH:12][CH:11]=2)=[CH:6][CH:5]=1)([O-])=O.Cl. The catalyst is C(O)C.[Fe]. The product is [NH2:1][C:4]1[CH:9]=[CH:8][C:7]([C:10]2[CH:15]=[CH:14][C:13]([S:16]([N:19]3[CH2:27][CH2:26][CH2:25][C@H:20]3[C:21]([O:23][CH3:24])=[O:22])(=[O:18])=[O:17])=[CH:12][CH:11]=2)=[CH:6][CH:5]=1. The yield is 0.980.